From a dataset of Reaction yield outcomes from USPTO patents with 853,638 reactions. Predict the reaction yield, written as a fraction of the theoretical maximum amount of product (1.0 means a 100% yield; for example, 0.34 means a 34% yield). (1) The reactants are Cl[C:2]([C:4]1[CH:31]=[C:7]2[CH2:8][N:9]([C:13]([O:15][CH2:16][C:17]3[CH:22]=[C:21]([C:23]([F:26])([F:25])[F:24])[CH:20]=[C:19]([C:27]([F:30])([F:29])[F:28])[CH:18]=3)=[O:14])[CH2:10][CH2:11][CH2:12][N:6]2[N:5]=1)=[O:3].[CH3:32][S:33]([NH2:36])(=[O:35])=[O:34].C(N(C(C)C)CC)(C)C. The catalyst is ClCCl.CN(C1C=CN=CC=1)C. The product is [CH3:32][S:33]([NH:36][C:2]([C:4]1[CH:31]=[C:7]2[CH2:8][N:9]([C:13]([O:15][CH2:16][C:17]3[CH:22]=[C:21]([C:23]([F:26])([F:25])[F:24])[CH:20]=[C:19]([C:27]([F:30])([F:29])[F:28])[CH:18]=3)=[O:14])[CH2:10][CH2:11][CH2:12][N:6]2[N:5]=1)=[O:3])(=[O:35])=[O:34]. The yield is 0.370. (2) The reactants are Cl[C:2]1[C:7]([C:8]([F:11])([F:10])[F:9])=[CH:6][N:5]=[C:4]([NH:12][C:13]2[CH:18]=[CH:17][C:16]([P:19]([CH3:22])([CH3:21])=[O:20])=[CH:15][CH:14]=2)[N:3]=1.C([N:25](CC)CC)C.NC[CH2:32][N:33]1[CH2:38][CH2:37][O:36][CH2:35][CH2:34]1. The catalyst is C(O)C. The product is [CH3:21][P:19]([C:16]1[CH:17]=[CH:18][C:13]([NH:12][C:4]2[N:3]=[C:2]([NH:25][CH2:32][N:33]3[CH2:38][CH2:37][O:36][CH2:35][CH2:34]3)[C:7]([C:8]([F:11])([F:10])[F:9])=[CH:6][N:5]=2)=[CH:14][CH:15]=1)([CH3:22])=[O:20]. The yield is 0.810. (3) The reactants are [CH:1]1([NH:7][C:8]2[C:13]([CH:14]=[N:15][OH:16])=[CH:12][N:11]=[C:10]3[N:17]([CH2:20][CH3:21])[N:18]=[CH:19][C:9]=23)[CH2:6][CH2:5][CH2:4][CH2:3][CH2:2]1.C(Cl)(Cl)Cl.[Br:26][CH2:27][C:28](=[CH2:34])[C:29]([O:31][CH2:32][CH3:33])=[O:30].Cl[O-].[Na+]. The catalyst is ClCCl.O. The product is [Br:26][CH2:27][C:28]1([C:29]([O:31][CH2:32][CH3:33])=[O:30])[O:16][N:15]=[C:14]([C:13]2[C:8]([NH:7][CH:1]3[CH2:2][CH2:3][CH2:4][CH2:5][CH2:6]3)=[C:9]3[CH:19]=[N:18][N:17]([CH2:20][CH3:21])[C:10]3=[N:11][CH:12]=2)[CH2:34]1. The yield is 0.660. (4) The reactants are [CH3:1][S:2]([C:5]1[CH:10]=[CH:9][C:8]([C:11]2[C:12]([O:25][C:26]3[CH:31]=[CH:30][C:29]([O:32][CH2:33][CH2:34][N:35]4[CH2:40][CH2:39][CH2:38][CH2:37][CH2:36]4)=[CH:28][CH:27]=3)=[C:13]3[C:18](=[CH:19][CH:20]=2)[CH:17]=[C:16]([O:21]C(=O)C)[CH:15]=[CH:14]3)=[CH:7][C:6]=1[O:41][CH3:42])(=[O:4])=[O:3].C([O-])(O)=O.[Na+]. The catalyst is CO. The product is [CH3:1][S:2]([C:5]1[CH:10]=[CH:9][C:8]([C:11]2[C:12]([O:25][C:26]3[CH:31]=[CH:30][C:29]([O:32][CH2:33][CH2:34][N:35]4[CH2:40][CH2:39][CH2:38][CH2:37][CH2:36]4)=[CH:28][CH:27]=3)=[C:13]3[C:18](=[CH:19][CH:20]=2)[CH:17]=[C:16]([OH:21])[CH:15]=[CH:14]3)=[CH:7][C:6]=1[O:41][CH3:42])(=[O:4])=[O:3]. The yield is 0.750. (5) The reactants are [Cl:1][C:2]1[CH:7]=[CH:6][N:5]=[C:4]2[CH:8]=[CH:9][S:10][C:3]=12.[Cl-].I[C:13]1[CH:14]=[N:15][N:16]([CH2:18][CH2:19][N:20]([CH3:28])[C:21](=[O:27])[O:22][C:23]([CH3:26])([CH3:25])[CH3:24])[CH:17]=1. No catalyst specified. The product is [Cl:1][C:2]1[CH:7]=[CH:6][N:5]=[C:4]2[CH:8]=[C:9]([C:13]3[CH:14]=[N:15][N:16]([CH2:18][CH2:19][N:20]([CH3:28])[C:21](=[O:27])[O:22][C:23]([CH3:24])([CH3:25])[CH3:26])[CH:17]=3)[S:10][C:3]=12. The yield is 0.750.